From a dataset of Reaction yield outcomes from USPTO patents with 853,638 reactions. Predict the reaction yield, written as a fraction of the theoretical maximum amount of product (1.0 means a 100% yield; for example, 0.34 means a 34% yield). (1) The reactants are [H-].[Al+3].[Li+].[H-].[H-].[H-].[Cl:7][C:8]1[C:13]([F:14])=[CH:12][CH:11]=[CH:10][C:9]=1[NH:15][CH:16]=O. The catalyst is C1COCC1. The product is [CH3:16][NH:15][C:9]1[CH:10]=[CH:11][CH:12]=[C:13]([F:14])[C:8]=1[Cl:7]. The yield is 0.990. (2) The reactants are Cl.CN(C)[CH2:4][CH2:5][CH2:6]N=C=NCC.[NH2:13][C:14]1[CH:27]=[C:26]2[C:17]([C:18](=[O:30])[N:19]([CH2:28][CH3:29])[C:20]3[CH:21]=[CH:22][CH:23]=[CH:24][C:25]=32)=[CH:16][CH:15]=1.[OH:31]N1C2C=CC=CC=2N=N1.C([N:43]([CH2:46][CH3:47])[CH2:44][CH3:45])C. The catalyst is ClCCl.C(OCC)(=O)C. The product is [CH2:28]([N:19]1[C:18](=[O:30])[C:17]2[C:26](=[CH:27][C:14]([NH:13][C:4](=[O:31])[CH2:5][C:6]3[CH:45]=[CH:44][N:43]=[CH:46][CH:47]=3)=[CH:15][CH:16]=2)[C:25]2[CH:24]=[CH:23][CH:22]=[CH:21][C:20]1=2)[CH3:29]. The yield is 0.340.